Dataset: Reaction yield outcomes from USPTO patents with 853,638 reactions. Task: Predict the reaction yield, written as a fraction of the theoretical maximum amount of product (1.0 means a 100% yield; for example, 0.34 means a 34% yield). The reactants are [CH:1]([C:4]1[N:5]=[C:6]([C:11]2[CH:16]=[CH:15][C:14]([C:17]([F:20])([F:19])[F:18])=[CH:13][CH:12]=2)[S:7][C:8]=1[CH2:9]O)([CH3:3])[CH3:2].CCN(CC)CC.CS(Cl)(=O)=O.[NH2:33][C:34]1[CH:39]=[CH:38][C:37]([C@@H:40]2[CH2:42][C@H:41]2[C:43]([OH:45])=[O:44])=[CH:36][CH:35]=1. The catalyst is ClCCl.O. The product is [CH:1]([C:4]1[N:5]=[C:6]([C:11]2[CH:16]=[CH:15][C:14]([C:17]([F:20])([F:19])[F:18])=[CH:13][CH:12]=2)[S:7][C:8]=1[CH2:9][NH:33][C:34]1[CH:35]=[CH:36][C:37]([C@@H:40]2[CH2:42][C@H:41]2[C:43]([OH:45])=[O:44])=[CH:38][CH:39]=1)([CH3:3])[CH3:2]. The yield is 0.160.